From a dataset of Peptide-MHC class I binding affinity with 185,985 pairs from IEDB/IMGT. Regression. Given a peptide amino acid sequence and an MHC pseudo amino acid sequence, predict their binding affinity value. This is MHC class I binding data. (1) The peptide sequence is GQIRCSSNI. The MHC is H-2-Db with pseudo-sequence H-2-Db. The binding affinity (normalized) is 0.143. (2) The peptide sequence is WRRDNRRG. The MHC is Mamu-B08 with pseudo-sequence Mamu-B08. The binding affinity (normalized) is 0.215. (3) The peptide sequence is LLKDLMPFV. The MHC is HLA-A26:01 with pseudo-sequence HLA-A26:01. The binding affinity (normalized) is 0.759. (4) The peptide sequence is ILPMIIGEPI. The MHC is HLA-A02:01 with pseudo-sequence HLA-A02:01. The binding affinity (normalized) is 0.358. (5) The peptide sequence is NTDNKFISY. The MHC is HLA-B45:06 with pseudo-sequence HLA-B45:06. The binding affinity (normalized) is 0.213. (6) The peptide sequence is YEDQLHRAS. The MHC is HLA-B15:17 with pseudo-sequence HLA-B15:17. The binding affinity (normalized) is 0.0847. (7) The peptide sequence is DPNPQEVVL. The MHC is Mamu-A2201 with pseudo-sequence Mamu-A2201. The binding affinity (normalized) is 0.288.